This data is from Reaction yield outcomes from USPTO patents with 853,638 reactions. The task is: Predict the reaction yield, written as a fraction of the theoretical maximum amount of product (1.0 means a 100% yield; for example, 0.34 means a 34% yield). (1) The reactants are [Br:1][C:2]1[N:7]=[C:6]2[CH:8]=[CH:9][NH:10][C:5]2=[N:4][CH:3]=1.[I:11]N1C(=O)CCC1=O. The catalyst is CC(C)=O. The product is [Br:1][C:2]1[N:7]=[C:6]2[C:8]([I:11])=[CH:9][NH:10][C:5]2=[N:4][CH:3]=1. The yield is 0.890. (2) The catalyst is CC(O)=O. The reactants are [F:1][CH:2]([F:11])[O:3][C:4]1[CH:10]=[CH:9][C:7]([NH2:8])=[CH:6][CH:5]=1.[I:12]Cl.O. The yield is 0.220. The product is [I:12][C:9]1[CH:10]=[C:4]([O:3][CH:2]([F:11])[F:1])[CH:5]=[CH:6][C:7]=1[NH2:8]. (3) The reactants are C(OC([N:8]1[CH2:13][CH2:12][N:11]([CH2:14][CH2:15][O:16][C:17]2[CH:26]=[CH:25][CH:24]=[C:23]3[C:18]=2[C:19]([NH2:28])=[N:20][C:21]([NH2:27])=[N:22]3)[CH2:10][CH2:9]1)=O)(C)(C)C.[F:29][C:30]([F:35])([F:34])[C:31]([OH:33])=[O:32]. The catalyst is ClCCl. The product is [F:29][C:30]([F:35])([F:34])[C:31]([OH:33])=[O:32].[N:11]1([CH2:14][CH2:15][O:16][C:17]2[CH:26]=[CH:25][CH:24]=[C:23]3[C:18]=2[C:19]([NH2:28])=[N:20][C:21]([NH2:27])=[N:22]3)[CH2:12][CH2:13][NH:8][CH2:9][CH2:10]1. The yield is 0.880. (4) The reactants are [Cl:1][C:2]1[CH:14]=[N:13][C:5]2[NH:6][C:7]3[CH2:12][CH2:11][NH:10][CH2:9][C:8]=3[C:4]=2[CH:3]=1.CCN(C(C)C)C(C)C.[C:24]([C:26]1[CH:34]=[CH:33][C:29]([C:30](Cl)=[O:31])=[CH:28][CH:27]=1)#[N:25].Cl.CCOCC. The catalyst is C1COCC1. The product is [ClH:1].[Cl:1][C:2]1[CH:14]=[N:13][C:5]2[NH:6][C:7]3[CH2:12][CH2:11][N:10]([C:30]([C:29]4[CH:33]=[CH:34][C:26]([C:24]#[N:25])=[CH:27][CH:28]=4)=[O:31])[CH2:9][C:8]=3[C:4]=2[CH:3]=1. The yield is 0.450. (5) The reactants are [C:1]([C:4]1[S:5][CH:6]=[CH:7][C:8]=1[NH:9][C:10](=[O:22])[CH2:11][C:12]1[C:21]2[C:16](=[CH:17][CH:18]=[CH:19][CH:20]=2)[CH:15]=[CH:14][CH:13]=1)(=[O:3])[CH3:2].CO[C:25](OC)([N:27]([CH3:29])[CH3:28])[CH3:26]. No catalyst specified. The product is [CH3:28][N:27]([CH3:29])/[C:25](/[CH3:26])=[CH:2]/[C:1]([C:4]1[S:5][CH:6]=[CH:7][C:8]=1[NH:9][C:10](=[O:22])[CH2:11][C:12]1[C:21]2[C:16](=[CH:17][CH:18]=[CH:19][CH:20]=2)[CH:15]=[CH:14][CH:13]=1)=[O:3]. The yield is 0.580. (6) The reactants are [CH2:1]([O:8][C:9]([N:11]1[CH2:21][CH2:20][C:14]2([CH:16]([C:17]([OH:19])=O)[CH2:15]2)[CH2:13][CH2:12]1)=[O:10])[C:2]1[CH:7]=[CH:6][CH:5]=[CH:4][CH:3]=1.CN(C(ON1N=NC2C=CC=NC1=2)=[N+](C)C)C.F[P-](F)(F)(F)(F)F.C(N(C(C)C)C(C)C)C.[CH3:55][N:56]1[CH2:61][CH2:60][NH:59][CH2:58][CH2:57]1. The catalyst is C(#N)C.CCOC(C)=O. The product is [CH2:1]([O:8][C:9]([N:11]1[CH2:12][CH2:13][C:14]2([CH:16]([C:17]([N:59]3[CH2:60][CH2:61][N:56]([CH3:55])[CH2:57][CH2:58]3)=[O:19])[CH2:15]2)[CH2:20][CH2:21]1)=[O:10])[C:2]1[CH:7]=[CH:6][CH:5]=[CH:4][CH:3]=1. The yield is 0.990. (7) The reactants are [Cl:1][C:2]1[CH:7]=[CH:6][C:5]([C:8]2[CH:12]([C:13]3[CH:18]=[CH:17][CH:16]=[CH:15][CH:14]=3)[CH2:11][NH:10][N:9]=2)=[CH:4][CH:3]=1.[C:19]([O:23][C:24]([N:26]1[CH2:28][CH2:27]1)=[O:25])([CH3:22])([CH3:21])[CH3:20]. The catalyst is C1(C)C=CC=CC=1. The product is [C:19]([O:23][C:24]([NH:26][CH2:27][CH2:28][N:10]1[CH2:11][CH:12]([C:13]2[CH:14]=[CH:15][CH:16]=[CH:17][CH:18]=2)[C:8]([C:5]2[CH:4]=[CH:3][C:2]([Cl:1])=[CH:7][CH:6]=2)=[N:9]1)=[O:25])([CH3:22])([CH3:21])[CH3:20]. The yield is 0.340. (8) The reactants are [Li+].C[Si]([N-][Si](C)(C)C)(C)C.[CH3:11][N:12]([C:25](=[O:28])[CH2:26][CH3:27])[N:13]=[C:14]([C:20]([O:22]CC)=O)[C:15]([O:17]CC)=[O:16].O. The catalyst is C1COCC1. The product is [OH:22][C:20]1[C:14]([C:15]([OH:17])=[O:16])=[N:13][N:12]([CH3:11])[C:25](=[O:28])[C:26]=1[CH3:27]. The yield is 0.470. (9) The reactants are [CH:1]([C:3]1[CH:12]=[CH:11][C:10]2[C:5](=[CH:6][CH:7]=[CH:8][N:9]=2)[N:4]=1)=[CH2:2].[Br:13][C:14]1[C:15]2[N:16]([C:20](=[O:23])[NH:21][N:22]=2)[CH:17]=[CH:18][CH:19]=1.[OH-].[K+]. The catalyst is CN1C(=O)CCC1.C(Cl)Cl. The product is [N:4]1[C:5]2[C:10](=[N:9][CH:8]=[CH:7][CH:6]=2)[CH:11]=[CH:12][C:3]=1[CH2:1][CH2:2][N:21]1[C:20](=[O:23])[N:16]2[CH:17]=[CH:18][CH:19]=[C:14]([Br:13])[C:15]2=[N:22]1. The yield is 0.620. (10) The reactants are [F:1][C:2]([F:7])([F:6])[C:3]([OH:5])=[O:4].[NH2:8][C:9]1[N:10]([CH3:29])[C:11](=[O:28])[C:12]2([N:27]=1)[C:21]1[C:16](=[CH:17][CH:18]=[C:19](Br)[CH:20]=1)[C:15]([F:24])([F:23])[C:14]([CH3:26])([CH3:25])[CH2:13]2.[N:30]1[CH:35]=[C:34](B(O)O)[CH:33]=[N:32][CH:31]=1.C([O-])([O-])=O.[Na+].[Na+].O1CCOCC1. The catalyst is C1C=CC([P]([Pd]([P](C2C=CC=CC=2)(C2C=CC=CC=2)C2C=CC=CC=2)([P](C2C=CC=CC=2)(C2C=CC=CC=2)C2C=CC=CC=2)[P](C2C=CC=CC=2)(C2C=CC=CC=2)C2C=CC=CC=2)(C2C=CC=CC=2)C2C=CC=CC=2)=CC=1. The product is [F:1][C:2]([F:7])([F:6])[C:3]([OH:5])=[O:4].[NH2:8][C:9]1[N:10]([CH3:29])[C:11](=[O:28])[C:12]2([N:27]=1)[C:21]1[C:16](=[CH:17][CH:18]=[C:19]([C:34]3[CH:35]=[N:30][CH:31]=[N:32][CH:33]=3)[CH:20]=1)[C:15]([F:24])([F:23])[C:14]([CH3:26])([CH3:25])[CH2:13]2. The yield is 0.870.